From a dataset of Reaction yield outcomes from USPTO patents with 853,638 reactions. Predict the reaction yield, written as a fraction of the theoretical maximum amount of product (1.0 means a 100% yield; for example, 0.34 means a 34% yield). (1) The reactants are [CH3:1][O:2][C:3]1[CH:8]=[C:7]([CH:9]=[O:10])[CH:6]=[CH:5][C:4]=1[C:11]1[CH:16]=[CH:15][CH:14]=[C:13]([CH3:17])[CH:12]=1.[S:18]1[CH:22]=[CH:21][CH:20]=[C:19]1[Mg]Br. The catalyst is C1COCC1. The product is [CH3:1][O:2][C:3]1[CH:8]=[C:7]([CH:9]([C:19]2[S:18][CH:22]=[CH:21][CH:20]=2)[OH:10])[CH:6]=[CH:5][C:4]=1[C:11]1[CH:16]=[CH:15][CH:14]=[C:13]([CH3:17])[CH:12]=1. The yield is 0.824. (2) The reactants are [Br:1][C:2]1[CH:3]=[C:4]([CH:8]([O:10][C:11]2[CH:16]=[CH:15][C:14]([S:17][C:18]3[CH:23]=[CH:22][C:21]([OH:24])=[CH:20][CH:19]=3)=[C:13]([N+:25]([O-])=O)[CH:12]=2)[CH3:9])[CH:5]=[CH:6][CH:7]=1.[NH4+].[Cl-]. The catalyst is [Fe]. The product is [NH2:25][C:13]1[CH:12]=[C:11]([O:10][CH:8]([C:4]2[CH:5]=[CH:6][CH:7]=[C:2]([Br:1])[CH:3]=2)[CH3:9])[CH:16]=[CH:15][C:14]=1[S:17][C:18]1[CH:19]=[CH:20][C:21]([OH:24])=[CH:22][CH:23]=1. The yield is 0.760. (3) The reactants are [C@@H:1]1([N:10]2[CH:17]=[CH:16][C:14]([NH2:15])=[N:13][C:11]2=[O:12])[O:9][C@H:6]([CH2:7][OH:8])[C@@H:4]([OH:5])[C@H:2]1[OH:3].C[Si](C)(C)Cl.[C:23](Cl)(=[O:30])[C:24]1[CH:29]=[CH:28][CH:27]=[CH:26][CH:25]=1.N. The catalyst is N1C=CC=CC=1.O. The product is [C:23]([NH:15][C:14]1[CH:16]=[CH:17][N:10]([C@@H:1]2[O:9][C@H:6]([CH2:7][OH:8])[C@@H:4]([OH:5])[C@H:2]2[OH:3])[C:11](=[O:12])[N:13]=1)(=[O:30])[C:24]1[CH:29]=[CH:28][CH:27]=[CH:26][CH:25]=1. The yield is 0.960. (4) The reactants are C([O:3][C:4](=[O:23])[C:5]1[CH:10]=[CH:9][C:8]([CH2:11][N:12]2[CH2:17][CH2:16][N:15]([CH3:18])[CH2:14][CH2:13]2)=[C:7]([C:19]([F:22])([F:21])[F:20])[CH:6]=1)C.[OH-].[Na+].Cl. The catalyst is C(O)C. The product is [CH3:18][N:15]1[CH2:16][CH2:17][N:12]([CH2:11][C:8]2[CH:9]=[CH:10][C:5]([C:4]([OH:23])=[O:3])=[CH:6][C:7]=2[C:19]([F:22])([F:20])[F:21])[CH2:13][CH2:14]1. The yield is 1.04. (5) The reactants are C[Sn](C)(C)[C:3]1[CH:12]=[C:11]2[C:6]([CH:7]=[CH:8][CH:9]=[C:10]2[N:13]2[CH2:18][CH2:17][N:16]([CH3:19])[CH2:15][CH2:14]2)=[CH:5][CH:4]=1.[CH3:22][S:23]([NH:26][C:27]1[CH:28]=[C:29](Br)[CH:30]=[CH:31][CH:32]=1)(=[O:25])=[O:24].C(N(CC)CC)C.[Cl-].[Li+]. The catalyst is CN(C=O)C.[Pd](Cl)Cl.C1(P(C2C=CC=CC=2)C2C=CC=CC=2)C=CC=CC=1.C1(P(C2C=CC=CC=2)C2C=CC=CC=2)C=CC=CC=1.O.C(OCC)(=O)C. The product is [CH3:22][S:23]([NH:26][C:27]1[CH:28]=[C:29]([C:3]2[CH:12]=[C:11]3[C:6]([CH:7]=[CH:8][CH:9]=[C:10]3[N:13]3[CH2:18][CH2:17][N:16]([CH3:19])[CH2:15][CH2:14]3)=[CH:5][CH:4]=2)[CH:30]=[CH:31][CH:32]=1)(=[O:25])=[O:24]. The yield is 0.350. (6) The reactants are [Cl:1][C:2]1[CH:13]=[CH:12][C:5]([CH:6]=[C:7]([C:10]#[N:11])[C:8]#[N:9])=[CH:4][CH:3]=1.[CH:14]([Mg]Br)([CH3:16])[CH3:15].Cl. The catalyst is O1CCCC1.[Cu]I. The product is [Cl:1][C:2]1[CH:3]=[CH:4][C:5]([CH:6]([CH:7]([C:8]#[N:9])[C:10]#[N:11])[CH:14]([CH3:16])[CH3:15])=[CH:12][CH:13]=1. The yield is 0.520. (7) The reactants are [CH3:1][C:2]1[CH:3]=[C:4]([CH:7]=[C:8]([CH3:18])[C:9]=1[O:10][CH2:11][C@@H:12]1[CH2:16][CH2:15][C:14](=[O:17])[NH:13]1)[CH:5]=O.[NH2:19][C:20]1[CH:28]=[C:27]([O:29][CH3:30])[CH:26]=[C:25]([O:31][CH3:32])[C:21]=1[C:22]([NH2:24])=[O:23].OS([O-])=O.[Na+].CC1C=CC(S(O)(=O)=O)=CC=1. The catalyst is CC(N(C)C)=O.C(OCC)(=O)C. The product is [CH3:1][C:2]1[CH:3]=[C:4]([C:5]2[NH:24][C:22](=[O:23])[C:21]3[C:20](=[CH:28][C:27]([O:29][CH3:30])=[CH:26][C:25]=3[O:31][CH3:32])[N:19]=2)[CH:7]=[C:8]([CH3:18])[C:9]=1[O:10][CH2:11][C@@H:12]1[CH2:16][CH2:15][C:14](=[O:17])[NH:13]1. The yield is 0.310. (8) The reactants are [Li+].[OH-].C[O:4][C:5]([C:7]1[C:15]2[CH:14]=[C:13]([C:16]3[C:21]([Cl:22])=[CH:20][N:19]=[C:18]([NH:23][CH2:24][CH2:25][CH2:26][N:27]4[CH2:32][CH2:31][N:30]([CH3:33])[CH2:29][CH2:28]4)[N:17]=3)[S:12][C:11]=2[CH:10]=[CH:9][CH:8]=1)=[O:6].[ClH:34]. The catalyst is O.CO.C1COCC1. The product is [ClH:22].[ClH:34].[ClH:22].[Cl:22][C:21]1[C:16]([C:13]2[S:12][C:11]3[CH:10]=[CH:9][CH:8]=[C:7]([C:5]([OH:6])=[O:4])[C:15]=3[CH:14]=2)=[N:17][C:18]([NH:23][CH2:24][CH2:25][CH2:26][N:27]2[CH2:28][CH2:29][N:30]([CH3:33])[CH2:31][CH2:32]2)=[N:19][CH:20]=1. The yield is 0.940. (9) The reactants are C([NH:5][S:6]([C:9]1[CH:14]=[CH:13][C:12]([N:15]2[C:19]([C:20]3[CH:25]=[CH:24][C:23]([O:26][CH3:27])=[C:22]([F:28])[CH:21]=3)=[C:18]([Cl:29])[N:17]=[CH:16]2)=[CH:11][CH:10]=1)(=[O:8])=[O:7])(C)(C)C.Cl.[OH-].[Na+]. The catalyst is O. The product is [Cl:29][C:18]1[N:17]=[CH:16][N:15]([C:12]2[CH:11]=[CH:10][C:9]([S:6]([NH2:5])(=[O:7])=[O:8])=[CH:14][CH:13]=2)[C:19]=1[C:20]1[CH:25]=[CH:24][C:23]([O:26][CH3:27])=[C:22]([F:28])[CH:21]=1. The yield is 0.970. (10) The reactants are [Cl:1][C:2]1[CH:3]=[C:4](I)[C:5]([NH2:8])=[N:6][CH:7]=1.[CH2:10]([Si:12]([C:17]#[CH:18])([CH2:15][CH3:16])[CH2:13][CH3:14])[CH3:11].[Cl-].[Li+].C([O-])([O-])=O.[Na+].[Na+]. The catalyst is CN(C=O)C. The product is [Cl:1][C:2]1[CH:3]=[C:4]2[CH:11]=[C:10]([Si:12]([CH2:17][CH3:18])([CH2:15][CH3:16])[CH2:13][CH3:14])[NH:8][C:5]2=[N:6][CH:7]=1. The yield is 0.440.